This data is from CYP1A2 inhibition data for predicting drug metabolism from PubChem BioAssay. The task is: Regression/Classification. Given a drug SMILES string, predict its absorption, distribution, metabolism, or excretion properties. Task type varies by dataset: regression for continuous measurements (e.g., permeability, clearance, half-life) or binary classification for categorical outcomes (e.g., BBB penetration, CYP inhibition). Dataset: cyp1a2_veith. (1) The molecule is Cc1cccc(-n2ncc3c(NCCCN4CCCC4=O)ncnc32)c1. The result is 1 (inhibitor). (2) The drug is CC1(C)N=C(N)N=C(N)N1c1cccc(OCc2cccc(N)c2)c1. The result is 0 (non-inhibitor). (3) The molecule is Cc1onc(-c2ccccc2Cl)c1C(=O)NCC(=O)O. The result is 0 (non-inhibitor). (4) The compound is O=C(O)c1nn(-c2ccccc2)nc1-c1nn(-c2ccccc2)nc1C(=O)O. The result is 0 (non-inhibitor). (5) The molecule is COc1ccc(C(=O)OC2CCN(c3ncc(C(F)(F)F)cc3Cl)CC2)cc1. The result is 0 (non-inhibitor). (6) The molecule is C=CCN1CCN(c2nc3ccccc3nc2C#N)CC1. The result is 1 (inhibitor). (7) The drug is Clc1ccc(Cl)c(SCCCN2CCNCC2)c1. The result is 1 (inhibitor).